Dataset: CYP2C9 inhibition data for predicting drug metabolism from PubChem BioAssay. Task: Regression/Classification. Given a drug SMILES string, predict its absorption, distribution, metabolism, or excretion properties. Task type varies by dataset: regression for continuous measurements (e.g., permeability, clearance, half-life) or binary classification for categorical outcomes (e.g., BBB penetration, CYP inhibition). Dataset: cyp2c9_veith. (1) The molecule is COc1ccc(-c2nc3cnc(N4CCNCC4)nc3n(C3CC3)c2=O)cc1. The result is 1 (inhibitor). (2) The drug is c1ccc(CN2CC[C@@]3(CCCNC3)C2)cc1. The result is 0 (non-inhibitor). (3) The result is 0 (non-inhibitor). The molecule is O=C(N/N=C/c1ccco1)c1ccccn1. (4) The molecule is CNc1ncnc2ccc(-c3cccc(NS(C)(=O)=O)c3)cc12. The result is 0 (non-inhibitor). (5) The drug is CC(C)(O)/C=C\C(=O)[C@](C)(O)[C@H]1[C@H](O)C[C@]2(C)[C@@H]3CC=C4[C@@H](C=C(O)C(=O)C4(C)C)[C@]3(C)C(=O)C[C@@]12C. The result is 0 (non-inhibitor).